Dataset: Full USPTO retrosynthesis dataset with 1.9M reactions from patents (1976-2016). Task: Predict the reactants needed to synthesize the given product. (1) Given the product [C:1]1([C:7]2[CH:8]=[C:9]3[C:13](=[C:14]([C:16]([NH2:18])=[O:17])[CH:15]=2)[NH:12][CH:11]=[C:10]3[CH:19]2[CH2:24][CH2:23][N:22]([S:30]([C:26]3[S:25][CH:29]=[CH:28][CH:27]=3)(=[O:32])=[O:31])[CH2:21][CH2:20]2)[CH:2]=[CH:3][CH:4]=[CH:5][CH:6]=1, predict the reactants needed to synthesize it. The reactants are: [C:1]1([C:7]2[CH:8]=[C:9]3[C:13](=[C:14]([C:16]([NH2:18])=[O:17])[CH:15]=2)[NH:12][CH:11]=[C:10]3[CH:19]2[CH2:24][CH2:23][NH:22][CH2:21][CH2:20]2)[CH:6]=[CH:5][CH:4]=[CH:3][CH:2]=1.[S:25]1[CH:29]=[CH:28][CH:27]=[C:26]1[S:30](Cl)(=[O:32])=[O:31].C(N(CC)CC)C. (2) Given the product [CH:25]1[CH:24]=[CH:23][C:22]([C:28]2[CH:29]=[CH:30][C:31]([CH:40]([N:1]3[CH:2]=[N:3][CH:4]=[CH:5]3)[C:34]3[CH:35]=[CH:36][CH:37]=[CH:38][CH:39]=3)=[CH:32][CH:33]=2)=[CH:27][CH:26]=1, predict the reactants needed to synthesize it. The reactants are: [NH:1]1[CH:5]=[CH:4][N:3]=[CH:2]1.S(Cl)(Cl)=O.S(C1NC=CN=1)(C1NC=CN=1)=O.[C:22]1([C:28]2[CH:33]=[CH:32][CH:31]=[CH:30][CH:29]=2)[CH:27]=[CH:26][CH:25]=[CH:24][CH:23]=1.[C:34]1([CH2:40]O)[CH:39]=[CH:38][CH:37]=[CH:36][CH:35]=1.